This data is from Forward reaction prediction with 1.9M reactions from USPTO patents (1976-2016). The task is: Predict the product of the given reaction. (1) Given the reactants [CH3:1][C:2]([N:10]1[CH:14]=[C:13]([NH:15][C:16](=[O:22])[CH:17]([NH2:21])[CH2:18][CH2:19][CH3:20])[N:12]=[CH:11]1)([CH3:9])[CH2:3][N:4]1[CH2:8][CH2:7][CH2:6][CH2:5]1.[F:23][C:24]1[CH:25]=[C:26]2[C:31](=[CH:32][CH:33]=1)[CH2:30][C:29](=O)[CH2:28][CH2:27]2, predict the reaction product. The product is: [CH3:1][C:2]([N:10]1[CH:14]=[C:13]([NH:15][C:16](=[O:22])[CH:17]([NH:21][CH:29]2[CH2:28][CH2:27][C:26]3[C:31](=[CH:32][CH:33]=[C:24]([F:23])[CH:25]=3)[CH2:30]2)[CH2:18][CH2:19][CH3:20])[N:12]=[CH:11]1)([CH3:9])[CH2:3][N:4]1[CH2:8][CH2:7][CH2:6][CH2:5]1. (2) Given the reactants [C:1]([NH:8][C@:9]1([C:14]([OH:16])=[O:15])[CH2:11][C@H:10]1[CH:12]=[CH2:13])([O:3][C:4]([CH3:7])([CH3:6])[CH3:5])=[O:2].[N+](=C)=[N-].[CH3:20][CH2:21]OC(C)=O.[CH3:26]CCCCC, predict the reaction product. The product is: [CH2:20]([O:15][C:14]([C@@:9]1([NH:8][C:1]([O:3][C:4]([CH3:7])([CH3:6])[CH3:5])=[O:2])[CH2:11][C@H:10]1[CH:12]1[CH2:26][CH2:13]1)=[O:16])[CH3:21].